From a dataset of Forward reaction prediction with 1.9M reactions from USPTO patents (1976-2016). Predict the product of the given reaction. (1) Given the reactants BrC1C=CC([C:8]2[N:12]([C:13]3[CH:18]=[CH:17][CH:16]=[CH:15][CH:14]=3)[C:11]3[CH:19]=[CH:20][CH:21]=[CH:22][C:10]=3[N:9]=2)=CC=1.C1(NC2C=CC=CC=2N)C=CC=CC=1.[Br:37][C:38]1[CH:45]=[CH:44][C:41](C=O)=[CH:40][CH:39]=1, predict the reaction product. The product is: [Br:37][C:38]1[CH:39]=[C:40]([C:8]2[N:12]([C:13]3[CH:18]=[CH:17][CH:16]=[CH:15][CH:14]=3)[C:11]3[CH:19]=[CH:20][CH:21]=[CH:22][C:10]=3[N:9]=2)[CH:41]=[CH:44][CH:45]=1. (2) Given the reactants [F:1][C:2]([F:23])([F:22])[CH:3]([C:16]1[CH:21]=[CH:20][CH:19]=[CH:18][CH:17]=1)[O:4][CH2:5][C:6]1[O:10][N:9]=[C:8]([C:11]([O:13]CC)=[O:12])[CH:7]=1.C(O)C.[OH-].[K+], predict the reaction product. The product is: [F:22][C:2]([F:1])([F:23])[CH:3]([C:16]1[CH:21]=[CH:20][CH:19]=[CH:18][CH:17]=1)[O:4][CH2:5][C:6]1[O:10][N:9]=[C:8]([C:11]([OH:13])=[O:12])[CH:7]=1. (3) Given the reactants [NH2:1][C:2]1[C:7]([C:8]([NH:10][C@H:11]([C:13]2[CH:18]=[CH:17][C:16]([F:19])=[C:15]([F:20])[CH:14]=2)[CH3:12])=[O:9])=[C:6]([NH:21][CH2:22][C:23]2[S:24][CH:25]=[CH:26][CH:27]=2)[N:5]=[CH:4][C:3]=1[Br:28].[CH3:29]N(C=O)C.CC(N(C)C)=O, predict the reaction product. The product is: [Br:28][C:3]1[C:2]2[N:1]=[CH:29][N:10]([C@H:11]([C:13]3[CH:18]=[CH:17][C:16]([F:19])=[C:15]([F:20])[CH:14]=3)[CH3:12])[C:8](=[O:9])[C:7]=2[C:6]([NH:21][CH2:22][C:23]2[S:24][CH:25]=[CH:26][CH:27]=2)=[N:5][CH:4]=1. (4) The product is: [Cl:1][C:2]1[C:7]([C:8]2[N:9]=[C:10]([C:21]([CH3:24])([CH3:23])[CH3:22])[S:11][C:12]=2[C:13]2[CH:18]=[CH:17][N:16]=[C:15]([CH2:19][CH2:20][S:38]([CH3:37])(=[O:40])=[O:39])[N:14]=2)=[CH:6][CH:5]=[CH:4][C:3]=1[NH:25][S:26]([C:29]1[CH:34]=[C:33]([F:35])[CH:32]=[CH:31][C:30]=1[F:36])(=[O:27])=[O:28]. Given the reactants [Cl:1][C:2]1[C:7]([C:8]2[N:9]=[C:10]([C:21]([CH3:24])([CH3:23])[CH3:22])[S:11][C:12]=2[C:13]2[CH:18]=[CH:17][N:16]=[C:15]([CH:19]=[CH2:20])[N:14]=2)=[CH:6][CH:5]=[CH:4][C:3]=1[NH:25][S:26]([C:29]1[CH:34]=[C:33]([F:35])[CH:32]=[CH:31][C:30]=1[F:36])(=[O:28])=[O:27].[CH3:37][S:38]([OH:40])=[O:39].[Na], predict the reaction product. (5) Given the reactants Cl[C:2]1[CH:3]=[C:4]([O:18][CH2:19][C@@H:20]2[CH2:24][CH2:23][N:22]([C:25]([O:27][C:28]([CH3:31])([CH3:30])[CH3:29])=[O:26])[CH2:21]2)[C:5]2[N:6]([CH:15]=[N:16][N:17]=2)[C:7]=1[C:8]1[CH:13]=[CH:12][C:11]([CH3:14])=[CH:10][CH:9]=1.[C:32]([C:34]1[CH:39]=[CH:38][C:37](B(O)O)=[CH:36][CH:35]=1)#[N:33].C([O-])([O-])=O.[Na+].[Na+], predict the reaction product. The product is: [C:32]([C:34]1[CH:39]=[CH:38][C:37]([C:2]2[CH:3]=[C:4]([O:18][CH2:19][C@@H:20]3[CH2:24][CH2:23][N:22]([C:25]([O:27][C:28]([CH3:29])([CH3:31])[CH3:30])=[O:26])[CH2:21]3)[C:5]3[N:6]([CH:15]=[N:16][N:17]=3)[C:7]=2[C:8]2[CH:13]=[CH:12][C:11]([CH3:14])=[CH:10][CH:9]=2)=[CH:36][CH:35]=1)#[N:33]. (6) Given the reactants FC(F)(F)[C:3](OC(=O)C(F)(F)F)=[O:4].CN(C)C=O.[Br:19][C:20]1[N:21]=[C:22]2[CH:29]=[CH:28][N:27]([CH2:30][O:31][CH2:32][CH2:33][Si:34]([CH3:37])([CH3:36])[CH3:35])[C:23]2=[N:24][C:25]=1[CH3:26], predict the reaction product. The product is: [Br:19][C:20]1[N:21]=[C:22]2[C:29]([CH:3]=[O:4])=[CH:28][N:27]([CH2:30][O:31][CH2:32][CH2:33][Si:34]([CH3:36])([CH3:35])[CH3:37])[C:23]2=[N:24][C:25]=1[CH3:26]. (7) Given the reactants [NH2:1][C:2]1[CH:10]=[C:9]([F:11])[C:8]([F:12])=[CH:7][C:3]=1[C:4]([OH:6])=O.N[C:14]1[C:15]([C:24](O)=O)=[CH:16][C:17]2[C:22]([CH:23]=1)=CC=C[CH:18]=2.C([NH:44][C@H:45]([C:50]([OH:52])=[O:51])[CH2:46][CH:47]([CH3:49])[CH3:48])(OCC1C2C(=CC=CC=2)C2C1=CC=CC=2)=O.[NH:53]([C:66](OCC1C2C(=CC=CC=2)C2C1=CC=CC=2)=[O:67])[C@H](C(O)=O)CC(=O)OC(C)(C)C, predict the reaction product. The product is: [CH3:24][C:15]1[CH:14]=[CH:23][CH:22]=[C:17]([CH3:18])[C:16]=1[NH:53][C:66]([NH:1][C:2]1[CH:10]=[C:9]([F:11])[C:8]([F:12])=[CH:7][C:3]=1[C:4]([NH:44][C@H:45]([C:50]([OH:52])=[O:51])[CH2:46][CH:47]([CH3:48])[CH3:49])=[O:6])=[O:67]. (8) Given the reactants [Cl:1][C:2]1[C:3]([N:8]2[CH:12]=[C:11]([Br:13])[CH:10]=[C:9]2[CH:14]=[O:15])=[N:4][CH:5]=[CH:6][CH:7]=1.[Cl:16]N1C(=O)CCC1=O.O, predict the reaction product. The product is: [Br:13][C:11]1[CH:10]=[C:9]([CH:14]=[O:15])[N:8]([C:3]2[C:2]([Cl:1])=[CH:7][CH:6]=[CH:5][N:4]=2)[C:12]=1[Cl:16].